From a dataset of Forward reaction prediction with 1.9M reactions from USPTO patents (1976-2016). Predict the product of the given reaction. (1) Given the reactants [Cl:1][C:2]1[CH:35]=[CH:34][C:5]([CH2:6][CH2:7][NH:8][C:9]([C:11]2[CH:33]=[CH:32][C:14]([O:15][C:16]3[CH:21]=[CH:20][C:19]([CH2:22][C:23]([O:25]C(C)(C)C)=[O:24])=[CH:18][C:17]=3[C:30]#[N:31])=[CH:13][CH:12]=2)=[O:10])=[CH:4][CH:3]=1.C(O)(C(F)(F)F)=O, predict the reaction product. The product is: [Cl:1][C:2]1[CH:3]=[CH:4][C:5]([CH2:6][CH2:7][NH:8][C:9]([C:11]2[CH:12]=[CH:13][C:14]([O:15][C:16]3[CH:21]=[CH:20][C:19]([CH2:22][C:23]([OH:25])=[O:24])=[CH:18][C:17]=3[C:30]#[N:31])=[CH:32][CH:33]=2)=[O:10])=[CH:34][CH:35]=1. (2) Given the reactants Br[C:2]1[CH:21]=[CH:20][CH:19]=[CH:18][C:3]=1[CH2:4][N:5]1[C@@H:9]([CH3:10])[C@@H:8]([C:11]2[CH:16]=[CH:15][CH:14]=[CH:13][CH:12]=2)[O:7][C:6]1=[O:17].[CH3:22][O:23][C:24](=[O:43])[CH2:25][C:26]1[CH:31]=[CH:30][C:29]([O:32][CH3:33])=[C:28](B2OC(C)(C)C(C)(C)O2)[CH:27]=1, predict the reaction product. The product is: [CH3:22][O:23][C:24](=[O:43])[CH2:25][C:26]1[CH:27]=[C:28]([C:2]2[CH:21]=[CH:20][CH:19]=[CH:18][C:3]=2[CH2:4][N:5]2[C@@H:9]([CH3:10])[C@@H:8]([C:11]3[CH:16]=[CH:15][CH:14]=[CH:13][CH:12]=3)[O:7][C:6]2=[O:17])[C:29]([O:32][CH3:33])=[CH:30][CH:31]=1. (3) Given the reactants [C:1]([NH:8][C@@H:9]([C:13]([OH:15])=O)[CH:10]([CH3:12])[CH3:11])([O:3][C:4]([CH3:7])([CH3:6])[CH3:5])=[O:2].C1C=CC2N(O)N=NC=2C=1.CCN=C=NCCCN(C)C.[CH3:37][N:38]1[CH2:43][CH2:42][CH:41]([N:44]2[CH2:49][CH2:48][NH:47][CH2:46][CH2:45]2)[CH2:40][CH2:39]1, predict the reaction product. The product is: [C:1]([NH:8][C@@H:9]([C:13]([N:47]1[CH2:46][CH2:45][N:44]([CH:41]2[CH2:42][CH2:43][N:38]([CH3:37])[CH2:39][CH2:40]2)[CH2:49][CH2:48]1)=[O:15])[CH:10]([CH3:11])[CH3:12])([O:3][C:4]([CH3:5])([CH3:6])[CH3:7])=[O:2].